Task: Predict the reaction yield, written as a fraction of the theoretical maximum amount of product (1.0 means a 100% yield; for example, 0.34 means a 34% yield).. Dataset: Reaction yield outcomes from USPTO patents with 853,638 reactions (1) The reactants are O[C@H:2]([C:4]1[CH:5]=[C:6]([CH:9]=[CH:10][N:11]=1)[C:7]#[N:8])[CH3:3].C1C(=O)N([Cl:19])C(=O)C1.C1C=CC(P(C2C=CC=CC=2)C2C=CC=CC=2)=CC=1. No catalyst specified. The product is [Cl:19][C@@H:2]([C:4]1[CH:5]=[C:6]([CH:9]=[CH:10][N:11]=1)[C:7]#[N:8])[CH3:3]. The yield is 0.0700. (2) The reactants are [CH3:1][N:2]([S:21]([C:24]1[S:25][CH:26]=[CH:27][CH:28]=1)(=[O:23])=[O:22])[C:3]1[CH:4]=[CH:5][CH:6]=[C:7]2[C:11]=1[NH:10][C:9]([C:12]1[S:13][CH:14]([C:17](OC)=[O:18])[CH2:15][N:16]=1)=[CH:8]2.[BH4-].[Li+].CO.[Cl-].[Na+]. The catalyst is O1CCCC1. The product is [OH:18][CH2:17][CH:14]1[S:13][C:12]([C:9]2[NH:10][C:11]3[C:7]([CH:8]=2)=[CH:6][CH:5]=[CH:4][C:3]=3[N:2]([CH3:1])[S:21]([C:24]2[S:25][CH:26]=[CH:27][CH:28]=2)(=[O:23])=[O:22])=[N:16][CH2:15]1. The yield is 0.890. (3) The reactants are [C:1]1([C:7]2[N:8]=[CH:9][N:10]([CH2:12][O:13][CH2:14][CH2:15][Si:16]([CH3:19])([CH3:18])[CH3:17])[CH:11]=2)[CH:6]=[CH:5][CH:4]=[CH:3][CH:2]=1.[Li]CCCC.CN([CH:28]=[O:29])C. No catalyst specified. The product is [C:1]1([C:7]2[N:8]=[C:9]([CH:28]=[O:29])[N:10]([CH2:12][O:13][CH2:14][CH2:15][Si:16]([CH3:19])([CH3:18])[CH3:17])[CH:11]=2)[CH:2]=[CH:3][CH:4]=[CH:5][CH:6]=1. The yield is 0.980. (4) The reactants are [CH2:1]([N:8]1[C:16](=[O:17])[C:15]2[C:10](=[CH:11][CH:12]=[CH:13][C:14]=2[CH3:18])[C:9]1=O)[C:2]1[CH:7]=[CH:6][CH:5]=[CH:4][CH:3]=1.[Sn].Cl.C(OCC)(=O)C. The catalyst is C(O)(C)C.CCCCCC. The product is [CH2:1]([N:8]1[CH2:9][C:10]2[C:15](=[C:14]([CH3:18])[CH:13]=[CH:12][CH:11]=2)[C:16]1=[O:17])[C:2]1[CH:3]=[CH:4][CH:5]=[CH:6][CH:7]=1. The yield is 0.0900. (5) The catalyst is CN(C=O)C.O. The yield is 0.260. The product is [CH:10]1([CH2:13][O:14][C:15]2[CH:23]=[CH:22][CH:21]=[CH:20][C:16]=2[C:17]([N:67]2[CH2:66][CH2:65][N:64]([C:47](=[O:46])[CH2:48][NH:49][C:50]([C:52]3[CH:57]=[CH:56][C:55]([C:58]4[CH:63]=[CH:62][CH:61]=[CH:60][CH:59]=4)=[CH:54][CH:53]=3)=[O:51])[CH2:69][CH2:68]2)=[O:19])[CH2:11][CH2:12]1. The reactants are CCN(C(C)C)C(C)C.[CH:10]1([CH2:13][O:14][C:15]2[CH:23]=[CH:22][CH:21]=[CH:20][C:16]=2[C:17]([OH:19])=O)[CH2:12][CH2:11]1.C1C=CC2N(O)N=NC=2C=1.CCN=C=NCCCN(C)C.Cl.[O:46]=[C:47]([N:64]1[CH2:69][CH2:68][NH:67][CH2:66][CH2:65]1)[CH2:48][NH:49][C:50]([C:52]1[CH:57]=[CH:56][C:55]([C:58]2[CH:63]=[CH:62][CH:61]=[CH:60][CH:59]=2)=[CH:54][CH:53]=1)=[O:51].